This data is from Forward reaction prediction with 1.9M reactions from USPTO patents (1976-2016). The task is: Predict the product of the given reaction. (1) Given the reactants O1CCCCC1[O:7][CH2:8][CH2:9][O:10][C:11]1[CH:16]=[CH:15][C:14]([N:17]2[C:21]3[CH:22]=[CH:23][C:24](B4OC(C)(C)C(C)(C)O4)=[CH:25][C:20]=3[N:19]=[CH:18]2)=[CH:13][CH:12]=1.C(=O)([O-])[O-].[K+].[K+].Br[C:42]1[CH:43]=[CH:44][C:45]([C:48]([N:50]2[CH2:55][CH2:54][O:53][CH2:52][CH2:51]2)=[O:49])=[N:46][CH:47]=1.C(=O)(O)[O-].[Na+], predict the reaction product. The product is: [N:50]1([C:48]([C:45]2[N:46]=[CH:47][C:42]([C:24]3[CH:23]=[CH:22][C:21]4[N:17]([C:14]5[CH:13]=[CH:12][C:11]([O:10][CH2:9][CH2:8][OH:7])=[CH:16][CH:15]=5)[CH:18]=[N:19][C:20]=4[CH:25]=3)=[CH:43][CH:44]=2)=[O:49])[CH2:55][CH2:54][O:53][CH2:52][CH2:51]1. (2) Given the reactants [Br:1][C:2]1[CH:7]=[CH:6][C:5]([S:8]([N:11]=[N+]=[N-])(=[O:10])=[O:9])=[C:4]([CH2:14][CH3:15])[CH:3]=1.N#N, predict the reaction product. The product is: [Br:1][C:2]1[CH:7]=[CH:6][C:5]2[S:8](=[O:10])(=[O:9])[NH:11][CH:14]([CH3:15])[C:4]=2[CH:3]=1.